Task: Predict the reactants needed to synthesize the given product.. Dataset: Full USPTO retrosynthesis dataset with 1.9M reactions from patents (1976-2016) Given the product [O:29]1[C:38]2[CH:37]=[C:36]([CH2:39][NH:1][CH:2]3[CH2:3][CH2:4][N:5]([CH2:8][CH2:9][N:10]4[C:19]5[C:14](=[C:15]([C:22]6[CH:27]=[CH:26][N:25]=[CH:24][CH:23]=6)[CH:16]=[C:17]([O:20][CH3:21])[CH:18]=5)[N:13]=[CH:12][C:11]4=[O:28])[CH2:6][CH2:7]3)[N:35]=[CH:34][C:33]=2[O:32][CH2:31][CH2:30]1, predict the reactants needed to synthesize it. The reactants are: [NH2:1][CH:2]1[CH2:7][CH2:6][N:5]([CH2:8][CH2:9][N:10]2[C:19]3[C:14](=[C:15]([C:22]4[CH:27]=[CH:26][N:25]=[CH:24][CH:23]=4)[CH:16]=[C:17]([O:20][CH3:21])[CH:18]=3)[N:13]=[CH:12][C:11]2=[O:28])[CH2:4][CH2:3]1.[O:29]1[C:38]2[CH:37]=[C:36]([CH:39]=O)[N:35]=[CH:34][C:33]=2[O:32][CH2:31][CH2:30]1.C(O[BH-](OC(=O)C)OC(=O)C)(=O)C.[Na+].C(=O)([O-])O.[Na+].